From a dataset of Full USPTO retrosynthesis dataset with 1.9M reactions from patents (1976-2016). Predict the reactants needed to synthesize the given product. (1) Given the product [NH2:19][C:15]1[CH:14]=[CH:13][C:3]([CH2:4][P:5](=[O:12])([O:9][CH2:10][CH3:11])[O:6][CH2:7][CH3:8])=[C:2]([Cl:1])[C:16]=1[O:17][CH3:18], predict the reactants needed to synthesize it. The reactants are: [Cl:1][C:2]1[C:16]([O:17][CH3:18])=[C:15]([N+:19]([O-])=O)[CH:14]=[CH:13][C:3]=1[CH2:4][P:5](=[O:12])([O:9][CH2:10][CH3:11])[O:6][CH2:7][CH3:8].Cl.C([O-])([O-])=O.[Na+].[Na+]. (2) The reactants are: Br[C:2]1[N:7]=[C:6]2[N:8]([CH2:12][C:13]3[CH:18]=[CH:17][C:16]([Cl:19])=[CH:15][C:14]=3[O:20][CH3:21])[C:9]([CH3:11])=[N:10][C:5]2=[CH:4][CH:3]=1.CN(C)[CH:24]=[O:25].C(N(CC)CC)C.[C]=O.[CH3:36][OH:37]. Given the product [Cl:19][C:16]1[CH:17]=[CH:18][C:13]([CH2:12][N:8]2[C:6]3=[N:7][C:2]([C:36]([O:25][CH3:24])=[O:37])=[CH:3][CH:4]=[C:5]3[N:10]=[C:9]2[CH3:11])=[C:14]([O:20][CH3:21])[CH:15]=1, predict the reactants needed to synthesize it.